This data is from Peptide-MHC class I binding affinity with 185,985 pairs from IEDB/IMGT. The task is: Regression. Given a peptide amino acid sequence and an MHC pseudo amino acid sequence, predict their binding affinity value. This is MHC class I binding data. (1) The peptide sequence is NITMSAEVA. The MHC is Mamu-A2601 with pseudo-sequence Mamu-A2601. The binding affinity (normalized) is 0.366. (2) The peptide sequence is HWVEITALI. The MHC is HLA-A24:02 with pseudo-sequence HLA-A24:02. The binding affinity (normalized) is 0.467. (3) The peptide sequence is FEFILRYGD. The MHC is HLA-B57:01 with pseudo-sequence HLA-B57:01. The binding affinity (normalized) is 0.0847.